From a dataset of Forward reaction prediction with 1.9M reactions from USPTO patents (1976-2016). Predict the product of the given reaction. (1) Given the reactants [C:1]1([CH:8]=[CH:7][CH:6]=[C:4]([OH:5])[CH:3]=1)[OH:2].[OH:9][C:10]1[CH:15]=[CH:14][C:13]([CH2:16][C:17](O)=[O:18])=[CH:12][CH:11]=1.B(F)(F)F.CCOCC.C([O-])(=O)C.[Na+], predict the reaction product. The product is: [OH:2][C:1]1[CH:3]=[C:4]([OH:5])[CH:6]=[CH:7][C:8]=1[C:17](=[O:18])[CH2:16][C:13]1[CH:14]=[CH:15][C:10]([OH:9])=[CH:11][CH:12]=1. (2) Given the reactants [CH2:1]([S:8][CH2:9][CH2:10][CH2:11][CH2:12][CH2:13][CH2:14]/[CH:15]=[CH:16]/[C@H:17]([C:27](N1[C@@H](C(C)C)C(C2C=CC=CC=2)(C2C=CC=CC=2)SC1=O)=[O:28])[C@@:18]([OH:26])([CH2:22][CH2:23][O:24][CH3:25])[C:19]([O-:21])=[O:20])[CH2:2][CH2:3][CH2:4][CH2:5][CH2:6][CH3:7].[NH2:50][C@@H:51]([CH2:56][C:57]1[CH:62]=[CH:61][C:60]([O:63][CH2:64][C:65]#[C:66][CH3:67])=[CH:59][CH:58]=1)[C:52]([O:54][CH3:55])=[O:53], predict the reaction product. The product is: [CH2:64]([O:63][C:60]1[CH:59]=[CH:58][C:57]([CH2:56][C@H:51]([NH:50][C:27]([C@@H:17](/[CH:16]=[CH:15]/[CH2:14][CH2:13][CH2:12][CH2:11][CH2:10][CH2:9][S:8][CH2:1][CH2:2][CH2:3][CH2:4][CH2:5][CH2:6][CH3:7])[C@@:18]([OH:26])([CH2:22][CH2:23][O:24][CH3:25])[C:19]([O:21][C:17]([CH3:27])([CH3:18])[CH3:16])=[O:20])=[O:28])[C:52]([O:54][CH3:55])=[O:53])=[CH:62][CH:61]=1)[C:65]#[C:66][CH3:67]. (3) Given the reactants [F:1][C:2]1[C:3]([I:13])=[C:4]([CH2:8][C:9](OC)=[O:10])[CH:5]=[CH:6][CH:7]=1.[Cl-].[Cl-].[Ca+2].[BH4-].[Na+], predict the reaction product. The product is: [F:1][C:2]1[C:3]([I:13])=[C:4]([CH2:8][CH2:9][OH:10])[CH:5]=[CH:6][CH:7]=1. (4) Given the reactants [C:1]([OH:9])(=O)[C:2]1[CH:7]=[CH:6][CH:5]=[N:4][CH:3]=1.C(N(CC)CC)C.C1(P([N:31]=[N+:32]=[N-:33])(C2C=CC=CC=2)=O)C=CC=CC=1, predict the reaction product. The product is: [C:1]([N:31]=[N+:32]=[N-:33])(=[O:9])[C:2]1[CH:7]=[CH:6][CH:5]=[N:4][CH:3]=1. (5) Given the reactants [NH2:1][C:2]1[N:11]=[CH:10][C:9]2[C:8](SC)=[N:7][CH:6]=[N:5][C:4]=2[CH:3]=1.[CH3:14][C:15]([NH:17][C:18]1[CH:23]=[CH:22][C:21]([NH2:24])=[CH:20][CH:19]=1)=[O:16], predict the reaction product. The product is: [NH2:1][C:2]1[N:11]=[CH:10][C:9]2[C:8]([NH:24][C:21]3[CH:20]=[CH:19][C:18]([NH:17][C:15](=[O:16])[CH3:14])=[CH:23][CH:22]=3)=[N:7][CH:6]=[N:5][C:4]=2[CH:3]=1.